Task: Regression. Given a peptide amino acid sequence and an MHC pseudo amino acid sequence, predict their binding affinity value. This is MHC class I binding data.. Dataset: Peptide-MHC class I binding affinity with 185,985 pairs from IEDB/IMGT (1) The MHC is HLA-B40:01 with pseudo-sequence HLA-B40:01. The peptide sequence is VEGIGLQYL. The binding affinity (normalized) is 0.540. (2) The peptide sequence is SAYERGLRY. The MHC is SLA-10401 with pseudo-sequence SLA-10401. The binding affinity (normalized) is 0.0847. (3) The peptide sequence is RRELSKEKL. The MHC is HLA-A02:03 with pseudo-sequence HLA-A02:03. The binding affinity (normalized) is 0.0847. (4) The peptide sequence is GEGLHKLGY. The MHC is HLA-B44:03 with pseudo-sequence HLA-B44:03. The binding affinity (normalized) is 0.479. (5) The peptide sequence is AMITYITRK. The MHC is HLA-A02:19 with pseudo-sequence HLA-A02:19. The binding affinity (normalized) is 0.0847. (6) The peptide sequence is SLLNATDIAV. The MHC is HLA-B07:02 with pseudo-sequence HLA-B07:02. The binding affinity (normalized) is 0. (7) The peptide sequence is MEQRVMATL. The MHC is HLA-A26:01 with pseudo-sequence HLA-A26:01. The binding affinity (normalized) is 0.213. (8) The peptide sequence is LKILVLSIL. The MHC is HLA-A23:01 with pseudo-sequence HLA-A23:01. The binding affinity (normalized) is 0.139.